This data is from NCI-60 drug combinations with 297,098 pairs across 59 cell lines. The task is: Regression. Given two drug SMILES strings and cell line genomic features, predict the synergy score measuring deviation from expected non-interaction effect. (1) Drug 1: CC1C(C(=O)NC(C(=O)N2CCCC2C(=O)N(CC(=O)N(C(C(=O)O1)C(C)C)C)C)C(C)C)NC(=O)C3=C4C(=C(C=C3)C)OC5=C(C(=O)C(=C(C5=N4)C(=O)NC6C(OC(=O)C(N(C(=O)CN(C(=O)C7CCCN7C(=O)C(NC6=O)C(C)C)C)C)C(C)C)C)N)C. Drug 2: C1=CC=C(C=C1)NC(=O)CCCCCCC(=O)NO. Cell line: HCT-15. Synergy scores: CSS=1.29, Synergy_ZIP=2.32, Synergy_Bliss=3.61, Synergy_Loewe=-1.85, Synergy_HSA=-1.84. (2) Drug 1: CC1C(C(=O)NC(C(=O)N2CCCC2C(=O)N(CC(=O)N(C(C(=O)O1)C(C)C)C)C)C(C)C)NC(=O)C3=C4C(=C(C=C3)C)OC5=C(C(=O)C(=C(C5=N4)C(=O)NC6C(OC(=O)C(N(C(=O)CN(C(=O)C7CCCN7C(=O)C(NC6=O)C(C)C)C)C)C(C)C)C)N)C. Drug 2: C1=CC=C(C(=C1)C(C2=CC=C(C=C2)Cl)C(Cl)Cl)Cl. Cell line: HCC-2998. Synergy scores: CSS=16.5, Synergy_ZIP=-0.996, Synergy_Bliss=12.9, Synergy_Loewe=-9.10, Synergy_HSA=3.13. (3) Drug 1: CC1C(C(CC(O1)OC2CC(CC3=C2C(=C4C(=C3O)C(=O)C5=C(C4=O)C(=CC=C5)OC)O)(C(=O)CO)O)N)O.Cl. Drug 2: CCCCC(=O)OCC(=O)C1(CC(C2=C(C1)C(=C3C(=C2O)C(=O)C4=C(C3=O)C=CC=C4OC)O)OC5CC(C(C(O5)C)O)NC(=O)C(F)(F)F)O. Cell line: HOP-92. Synergy scores: CSS=24.1, Synergy_ZIP=-10.7, Synergy_Bliss=-9.70, Synergy_Loewe=-8.35, Synergy_HSA=-5.65. (4) Drug 1: CC12CCC(CC1=CCC3C2CCC4(C3CC=C4C5=CN=CC=C5)C)O. Drug 2: CC1=C(C=C(C=C1)NC2=NC=CC(=N2)N(C)C3=CC4=NN(C(=C4C=C3)C)C)S(=O)(=O)N.Cl. Cell line: BT-549. Synergy scores: CSS=0.220, Synergy_ZIP=3.90, Synergy_Bliss=7.05, Synergy_Loewe=3.24, Synergy_HSA=4.40. (5) Drug 1: CC(C)(C#N)C1=CC(=CC(=C1)CN2C=NC=N2)C(C)(C)C#N. Drug 2: COC1=NC(=NC2=C1N=CN2C3C(C(C(O3)CO)O)O)N. Cell line: SK-MEL-5. Synergy scores: CSS=6.31, Synergy_ZIP=-2.01, Synergy_Bliss=2.53, Synergy_Loewe=1.02, Synergy_HSA=1.94.